This data is from TCR-epitope binding with 47,182 pairs between 192 epitopes and 23,139 TCRs. The task is: Binary Classification. Given a T-cell receptor sequence (or CDR3 region) and an epitope sequence, predict whether binding occurs between them. (1) The epitope is ISPRTLNAW. The TCR CDR3 sequence is CASSEISAGGNYF. Result: 0 (the TCR does not bind to the epitope). (2) The epitope is HTDFSSEIIGY. The TCR CDR3 sequence is CASSTGLAGGSLETQYF. Result: 0 (the TCR does not bind to the epitope). (3) The epitope is GILGFVFTL. The TCR CDR3 sequence is CASSQDPLGTTDTQYF. Result: 1 (the TCR binds to the epitope). (4) The epitope is TSNQVAVLY. The TCR CDR3 sequence is CAWSAGRYTEAFF. Result: 0 (the TCR does not bind to the epitope). (5) The epitope is FRYMNSQGL. The TCR CDR3 sequence is CASSPYGGDTEAFF. Result: 0 (the TCR does not bind to the epitope). (6) The epitope is ISDYDYYRY. The TCR CDR3 sequence is CASSSLLGGGANVLTF. Result: 0 (the TCR does not bind to the epitope). (7) The epitope is ILGLPTQTV. The TCR CDR3 sequence is CASSLEGGTVTGELFF. Result: 1 (the TCR binds to the epitope).